Binary Classification. Given a drug SMILES string, predict its activity (active/inactive) in a high-throughput screening assay against a specified biological target. From a dataset of HIV replication inhibition screening data with 41,000+ compounds from the AIDS Antiviral Screen. (1) The molecule is O=C1Nc2cc([N+](=O)[O-])ccc2C(=O)N2CCCC12. The result is 0 (inactive). (2) The drug is COC1OC2COc3ccccc3OC2C2NC(=N)SC12. The result is 1 (active). (3) The result is 0 (inactive). The molecule is CC(C=NN(C)C1=NCCCCN1)=NN(C)C1=NCCCCN1.I. (4) The molecule is CC(C=CC1=C(C)CCCC1(C)C)=CC=CC(C)=CC(=O)Oc1ccc2c(c1)C(C)=CC(C)(C)N2. The result is 0 (inactive). (5) The compound is O=C1C(Cl)=C(Cl)C(=O)N1C1C2CC3CC(C2)CC1C3. The result is 0 (inactive).